From a dataset of Peptide-MHC class I binding affinity with 185,985 pairs from IEDB/IMGT. Regression. Given a peptide amino acid sequence and an MHC pseudo amino acid sequence, predict their binding affinity value. This is MHC class I binding data. The peptide sequence is ALGGSCHTT. The MHC is HLA-A02:16 with pseudo-sequence HLA-A02:16. The binding affinity (normalized) is 0.0847.